This data is from Full USPTO retrosynthesis dataset with 1.9M reactions from patents (1976-2016). The task is: Predict the reactants needed to synthesize the given product. (1) Given the product [CH3:1][O:2][C:3]1[C:8]([CH2:9][N:10]2[CH2:15][CH2:14][CH:13]([CH2:16][C:17](=[O:18])[C:19]3[S:20][CH:21]=[CH:22][C:23]=3[C:25]3[CH:30]=[CH:29][CH:28]=[CH:27][CH:26]=3)[CH2:12][CH2:11]2)=[CH:7][CH:6]=[CH:5][N:4]=1, predict the reactants needed to synthesize it. The reactants are: [CH3:1][O:2][C:3]1[C:8]([CH2:9][N:10]2[CH2:15][CH2:14][CH:13]([CH2:16][C:17]([C:19]3[S:20][CH:21]=[CH:22][C:23]=3Br)=[O:18])[CH2:12][CH2:11]2)=[CH:7][CH:6]=[CH:5][N:4]=1.[C:25]1(OB(O)O)[CH:30]=[CH:29][CH:28]=[CH:27][CH:26]=1.CO.C(=O)([O-])[O-].[Na+].[Na+]. (2) Given the product [Br:15][C:10]1[CH:11]=[CH:12][CH:13]=[CH:14][C:9]=1[CH2:8][NH:7][C:5](=[O:6])[C:4]1[CH:16]=[CH:17][C:18]([S:19][C:20]2[CH:21]=[CH:22][C:23]([OH:26])=[CH:24][CH:25]=2)=[C:2]([NH:1][C:40]2[C:29]3[CH:34]=[CH:33][C:32]([CH3:35])=[N:31][C:30]=3[N:36]=[CH:37][N:38]=2)[CH:3]=1, predict the reactants needed to synthesize it. The reactants are: [NH2:1][C:2]1[CH:3]=[C:4]([CH:16]=[CH:17][C:18]=1[S:19][C:20]1[CH:25]=[CH:24][C:23]([OH:26])=[CH:22][CH:21]=1)[C:5]([NH:7][CH2:8][C:9]1[CH:14]=[CH:13][CH:12]=[CH:11][C:10]=1[Br:15])=[O:6].C([C:29]1[C:30]([N:36]=[CH:37][N:38]([CH3:40])C)=[N:31][C:32]([CH3:35])=[CH:33][CH:34]=1)#N.NC1C=C(C=CC=1SC1C=CC(O)=CC=1)C(NC1C=CC(Br)=CC=1)=O. (3) Given the product [CH:27]1([C:2]2[CH:8]=[CH:7][C:5]([N:6]3[CH2:11][CH2:12][NH:13][CH2:24][CH2:25]3)=[C:4]([CH3:9])[CH:3]=2)[CH2:29][CH2:28]1, predict the reactants needed to synthesize it. The reactants are: Br[C:2]1[CH:8]=[CH:7][C:5]([NH2:6])=[C:4]([CH3:9])[CH:3]=1.Cl[CH2:11][CH2:12][N:13]([CH2:24][CH2:25]Cl)S(C1C=CC(C)=CC=1)(=O)=O.[CH:27]1(B(O)O)[CH2:29][CH2:28]1. (4) Given the product [Cl:33][C:15]1([C:23]2[C:24]([O:31][CH3:32])=[N:25][C:26]([O:29][CH3:30])=[N:27][CH:28]=2)[C:14]2[C:18](=[CH:19][CH:20]=[C:12]([Cl:11])[CH:13]=2)[NH:17][C:16]1=[O:21], predict the reactants needed to synthesize it. The reactants are: N1C=CC=CC=1.S(Cl)(Cl)=O.[Cl:11][C:12]1[CH:13]=[C:14]2[C:18](=[CH:19][CH:20]=1)[NH:17][C:16](=[O:21])[C:15]2([C:23]1[C:24]([O:31][CH3:32])=[N:25][C:26]([O:29][CH3:30])=[N:27][CH:28]=1)O.[Cl-:33].[NH4+]. (5) Given the product [CH2:16]([NH:19][C:13](=[O:15])[CH2:12][CH:4]1[C:5](=[O:11])[O:6][C:7]([CH3:9])([CH3:10])[CH2:8][N:3]1[CH2:1][CH3:2])[CH3:17], predict the reactants needed to synthesize it. The reactants are: [CH2:1]([N:3]1[CH2:8][C:7]([CH3:10])([CH3:9])[O:6][C:5](=[O:11])[CH:4]1[CH2:12][C:13]([OH:15])=O)[CH3:2].[CH:16]([N:19](C(C)C)CC)(C)[CH3:17].CN(C(ON1N=NC2C=CC=NC1=2)=[N+](C)C)C.F[P-](F)(F)(F)(F)F.O1CCCC1. (6) The reactants are: Br[C:2]1[N:7]=[C:6]2[N:8]([C@H:13]3[CH2:18][CH2:17][C@H:16]([O:19][CH3:20])[CH2:15][CH2:14]3)[C:9](=[O:12])[CH2:10][NH:11][C:5]2=[N:4][CH:3]=1.CC1(C)C(C)(C)OB([C:29]2[CH:30]=[CH:31][C:32]([C:35]([O:38][Si](C)(C)C)([CH3:37])[CH3:36])=[N:33][CH:34]=2)O1.C(=O)([O-])[O-].[Na+].[Na+]. Given the product [OH:38][C:35]([C:32]1[N:33]=[CH:34][C:29]([C:2]2[N:7]=[C:6]3[N:8]([C@H:13]4[CH2:18][CH2:17][C@H:16]([O:19][CH3:20])[CH2:15][CH2:14]4)[C:9](=[O:12])[CH2:10][NH:11][C:5]3=[N:4][CH:3]=2)=[CH:30][CH:31]=1)([CH3:37])[CH3:36], predict the reactants needed to synthesize it. (7) Given the product [F:4][C:5]1[CH:10]=[CH:9][C:8]2[N:11]([C:12]3[C:13]([CH3:20])=[CH:14][C:15]([CH3:19])=[CH:16][C:17]=3[CH3:18])[C:2]([NH2:1])=[N:21][C:7]=2[CH:6]=1, predict the reactants needed to synthesize it. The reactants are: [N:1]#[C:2]Br.[F:4][C:5]1[CH:6]=[C:7]([NH2:21])[C:8]([NH:11][C:12]2[C:17]([CH3:18])=[CH:16][C:15]([CH3:19])=[CH:14][C:13]=2[CH3:20])=[CH:9][CH:10]=1.